From a dataset of Catalyst prediction with 721,799 reactions and 888 catalyst types from USPTO. Predict which catalyst facilitates the given reaction. (1) Reactant: [CH3:1][C:2]1[S:3][CH:4]2[CH2:9][N:8]([S:10]([C:13]3[CH:18]=[CH:17][C:16]([CH3:19])=[CH:15][CH:14]=3)(=[O:12])=[O:11])[CH2:7][C:5]2(O)[N:6]=1.CS(Cl)(=O)=O.C(N(CC)CC)C. Product: [CH3:1][C:2]1[S:3][C:4]2[CH2:9][N:8]([S:10]([C:13]3[CH:18]=[CH:17][C:16]([CH3:19])=[CH:15][CH:14]=3)(=[O:11])=[O:12])[CH2:7][C:5]=2[N:6]=1. The catalyst class is: 4. (2) Reactant: [CH:1]1([O:7][CH2:8][CH2:9][CH2:10][OH:11])[CH2:6][CH2:5][CH2:4][CH2:3][CH2:2]1.[Cr](Cl)([O-])(=O)=O.[NH+]1C=CC=CC=1. Product: [CH:1]1([O:7][CH2:8][CH2:9][CH:10]=[O:11])[CH2:6][CH2:5][CH2:4][CH2:3][CH2:2]1. The catalyst class is: 363. (3) Reactant: [CH:1]([O:4][C:5]1[CH:6]=[C:7]([C:15]2[O:19][N:18]=[C:17]([C:20]3[CH:28]=[CH:27][C:26]4[N:25]([CH3:29])[C:24]5[CH:30]([CH2:33][C:34]([O:36]C)=[O:35])[CH2:31][CH2:32][C:23]=5[C:22]=4[CH:21]=3)[N:16]=2)[CH:8]=[C:9]([C:11]([F:14])([F:13])[F:12])[CH:10]=1)([CH3:3])[CH3:2].O1CCOCC1.[OH-].[Li+].Cl. Product: [CH:1]([O:4][C:5]1[CH:6]=[C:7]([C:15]2[O:19][N:18]=[C:17]([C:20]3[CH:28]=[CH:27][C:26]4[N:25]([CH3:29])[C:24]5[CH:30]([CH2:33][C:34]([OH:36])=[O:35])[CH2:31][CH2:32][C:23]=5[C:22]=4[CH:21]=3)[N:16]=2)[CH:8]=[C:9]([C:11]([F:14])([F:12])[F:13])[CH:10]=1)([CH3:3])[CH3:2]. The catalyst class is: 237. (4) Reactant: N([O-])=O.[Na+].[OH2:5].N[C:7]1[CH:8]=[C:9]2[C:22](=[CH:23][CH:24]=1)[CH2:21][C@:11]1([C:19]3[C:14](=[N:15][CH:16]=[CH:17][CH:18]=3)[NH:13][C:12]1=[O:20])[CH2:10]2. Product: [OH:5][C:7]1[CH:8]=[C:9]2[C:22](=[CH:23][CH:24]=1)[CH2:21][C@:11]1([C:19]3[C:14](=[N:15][CH:16]=[CH:17][CH:18]=3)[NH:13][C:12]1=[O:20])[CH2:10]2. The catalyst class is: 82. (5) Reactant: [O:1]=[C:2]1[C:11]2[CH2:10][CH2:9][CH2:8][CH2:7][C:6]=2[C:5]2[CH2:12][C:13]3[C:14]([C:19](OC)=[O:20])=[CH:15][CH:16]=[CH:17][C:18]=3[C:4]=2[NH:3]1.[H-].[H-].[H-].[H-].[Li+].[Al+3]. Product: [OH:20][CH2:19][C:14]1[C:13]2[CH2:12][C:5]3[C:6]4[CH2:7][CH2:8][CH2:9][CH2:10][C:11]=4[C:2](=[O:1])[NH:3][C:4]=3[C:18]=2[CH:17]=[CH:16][CH:15]=1. The catalyst class is: 1.